Dataset: Forward reaction prediction with 1.9M reactions from USPTO patents (1976-2016). Task: Predict the product of the given reaction. Given the reactants [C:1]([C:4]1[CH:9]=[CH:8][C:7]([CH2:10][C:11]([OH:13])=[O:12])=[CH:6][CH:5]=1)(=O)[CH3:2].[N:14]1[NH:15][C:16](=[O:20])[CH:17]=CC=1, predict the reaction product. The product is: [O:20]=[C:16]1[NH:15][N:14]=[C:1]([C:4]2[CH:9]=[CH:8][C:7]([CH2:10][C:11]([OH:13])=[O:12])=[CH:6][CH:5]=2)[CH:2]=[CH:17]1.